This data is from Catalyst prediction with 721,799 reactions and 888 catalyst types from USPTO. The task is: Predict which catalyst facilitates the given reaction. (1) Reactant: Cl.[O:2]1[C:6]2[CH:7]=[CH:8][CH:9]=[CH:10][C:5]=2[CH:4]=[C:3]1[CH:11]1[CH2:14][NH:13][CH2:12]1.Cl.[CH3:16][N:17]1[CH2:22][CH2:21][C:20]2([CH2:31][C:30]3[C:25](=[N:26][CH:27]=[C:28](/[CH:32]=[CH:33]/[C:34](O)=[O:35])[CH:29]=3)[NH:24][C:23]2=[O:37])[CH2:19][CH2:18]1.CCN=C=NCCCN(C)C.Cl.C1C=NC2N(O)N=NC=2C=1.CCN(C(C)C)C(C)C. Product: [O:2]1[C:6]2[CH:7]=[CH:8][CH:9]=[CH:10][C:5]=2[CH:4]=[C:3]1[CH:11]1[CH2:12][N:13]([C:34](=[O:35])[CH:33]=[CH:32][C:28]2[CH:29]=[C:30]3[C:25](=[N:26][CH:27]=2)[NH:24][C:23](=[O:37])[C:20]2([CH2:21][CH2:22][N:17]([CH3:16])[CH2:18][CH2:19]2)[CH2:31]3)[CH2:14]1. The catalyst class is: 3. (2) Reactant: [CH3:1][C:2]1[C:6]([C:7]2[CH:16]=[C:15]3[C:10]([C:11]([NH:20][CH2:21][C:22]4[CH:27]=[CH:26][CH:25]=[CH:24][N:23]=4)=[C:12]([N+:17]([O-])=O)[CH:13]=[N:14]3)=[CH:9][C:8]=2[O:28][CH3:29])=[C:5]([CH3:30])[O:4][N:3]=1.O.O.Cl[Sn]Cl. Product: [CH3:1][C:2]1[C:6]([C:7]2[CH:16]=[C:15]3[C:10]([C:11]([NH:20][CH2:21][C:22]4[CH:27]=[CH:26][CH:25]=[CH:24][N:23]=4)=[C:12]([NH2:17])[CH:13]=[N:14]3)=[CH:9][C:8]=2[O:28][CH3:29])=[C:5]([CH3:30])[O:4][N:3]=1. The catalyst class is: 361. (3) Reactant: [C:1]([O:5][C:6](=[O:22])[NH:7][C:8]1[CH:13]=[CH:12][N:11]=[C:10]([C:14]([N:16]2[CH2:21][CH2:20][O:19][CH2:18][CH2:17]2)=O)[CH:9]=1)([CH3:4])([CH3:3])[CH3:2].COCCO[AlH2-]OCCOC.[Na+].[OH-].[Na+]. Product: [C:1]([O:5][C:6](=[O:22])[NH:7][C:8]1[CH:13]=[CH:12][N:11]=[C:10]([CH2:14][N:16]2[CH2:21][CH2:20][O:19][CH2:18][CH2:17]2)[CH:9]=1)([CH3:4])([CH3:2])[CH3:3]. The catalyst class is: 11. (4) Reactant: [O:1]=[C:2]1[CH2:7][O:6][CH2:5][CH2:4][N:3]1[C:8]1[CH:13]=[CH:12][C:11]([NH:14][C:15](=[O:21])[N:16]([CH2:18][CH2:19][CH3:20])[NH2:17])=[CH:10][CH:9]=1.[Cl:22][C:23]1[S:27][C:26]([C:28](O)=[O:29])=[CH:25][CH:24]=1.Cl.CN(C)CCCN=C=NCC.ON1C2C=CC=CC=2N=N1.CN1CCOCC1. Product: [Cl:22][C:23]1[S:27][C:26]([C:28]([NH:17][N:16]([CH2:18][CH2:19][CH3:20])[C:15]([NH:14][C:11]2[CH:10]=[CH:9][C:8]([N:3]3[CH2:4][CH2:5][O:6][CH2:7][C:2]3=[O:1])=[CH:13][CH:12]=2)=[O:21])=[O:29])=[CH:25][CH:24]=1. The catalyst class is: 3. (5) Reactant: CCN(C(C)C)C(C)C.[Cl:10][C:11]1[S:15][C:14]([C:16]2[NH:20][N:19]=[C:18]([C:21]([OH:23])=O)[CH:17]=2)=[CH:13][CH:12]=1.C1(C2NN=C(C(O)=O)C=2)C=CC=CC=1.C(C1SC(Cl)=CC=1)(=O)C.C1C=CC2N(O)N=NC=2C=1.CCN=C=NCCCN(C)C.Cl.Cl.[NH2:70][CH2:71][C:72]([N:74]1[CH2:79][CH2:78][CH:77]([O:80][C:81]2[CH:86]=[CH:85][CH:84]=[C:83]([C:87]([F:90])([F:89])[F:88])[CH:82]=2)[CH2:76][CH2:75]1)=[O:73]. Product: [O:73]=[C:72]([N:74]1[CH2:75][CH2:76][CH:77]([O:80][C:81]2[CH:86]=[CH:85][CH:84]=[C:83]([C:87]([F:90])([F:88])[F:89])[CH:82]=2)[CH2:78][CH2:79]1)[CH2:71][NH:70][C:21]([C:18]1[CH:17]=[C:16]([C:14]2[S:15][C:11]([Cl:10])=[CH:12][CH:13]=2)[NH:20][N:19]=1)=[O:23]. The catalyst class is: 18.